Predict the reaction yield, written as a fraction of the theoretical maximum amount of product (1.0 means a 100% yield; for example, 0.34 means a 34% yield). From a dataset of Reaction yield outcomes from USPTO patents with 853,638 reactions. (1) The reactants are [Br:1][C:2]1[CH:7]=[C:6]([F:8])[CH:5]=[CH:4][C:3]=1[CH:9]1[C:14]([C:15]([O:17][CH2:18][CH3:19])=[O:16])=[C:13]([CH2:20]Br)[NH:12][C:11]([C:22]2[S:23][CH:24]=[C:25]([CH2:27][C:28]([NH:30][CH3:31])=[O:29])[N:26]=2)=[N:10]1.[NH:32]1[CH2:37][CH2:36][O:35][CH2:34][C@H:33]1[C:38]([OH:40])=[O:39]. No catalyst specified. The product is [Br:1][C:2]1[CH:7]=[C:6]([F:8])[CH:5]=[CH:4][C:3]=1[CH:9]1[N:10]=[C:11]([C:22]2[S:23][CH:24]=[C:25]([CH2:27][C:28]([NH:30][CH3:31])=[O:29])[N:26]=2)[NH:12][C:13]([CH2:20][N:32]2[CH2:37][CH2:36][O:35][CH2:34][C@H:33]2[C:38]([OH:40])=[O:39])=[C:14]1[C:15]([O:17][CH2:18][CH3:19])=[O:16]. The yield is 0.530. (2) The product is [CH3:36][S:33]([N:37]1[CH2:42][CH2:41][N:40]([C:2]2[N:3]([C@H:24]3[CH2:28][CH2:27][N:26]([S:29]([CH3:32])(=[O:30])=[O:31])[CH2:25]3)[C:4]3[C:9]([N:10]=2)=[C:8]([N:11]2[CH2:16][CH2:15][O:14][CH2:13][CH2:12]2)[N:7]=[C:6]([C:17]2[CH:18]=[N:19][C:20]([NH2:23])=[N:21][CH:22]=2)[N:5]=3)[CH2:39][CH2:38]1)(=[O:35])=[O:34]. The reactants are Cl[C:2]1[N:3]([C@H:24]2[CH2:28][CH2:27][N:26]([S:29]([CH3:32])(=[O:31])=[O:30])[CH2:25]2)[C:4]2[C:9]([N:10]=1)=[C:8]([N:11]1[CH2:16][CH2:15][O:14][CH2:13][CH2:12]1)[N:7]=[C:6]([C:17]1[CH:18]=[N:19][C:20]([NH2:23])=[N:21][CH:22]=1)[N:5]=2.[S:33]([N:37]1[CH2:42][CH2:41][NH:40][CH2:39][CH2:38]1)([CH3:36])(=[O:35])=[O:34]. The yield is 0.830. The catalyst is CS(C)=O.